From a dataset of CYP3A4 inhibition data for predicting drug metabolism from PubChem BioAssay. Regression/Classification. Given a drug SMILES string, predict its absorption, distribution, metabolism, or excretion properties. Task type varies by dataset: regression for continuous measurements (e.g., permeability, clearance, half-life) or binary classification for categorical outcomes (e.g., BBB penetration, CYP inhibition). Dataset: cyp3a4_veith. (1) The result is 1 (inhibitor). The drug is COc1ccc2[nH]cc(CCNc3ncncc3-c3cccc(C#N)c3)c2c1. (2) The molecule is CCC/C=C(\CCC)C(NS(=O)(=O)c1cccc2cccnc12)c1ccc(C(=O)OC)cc1. The result is 1 (inhibitor). (3) The result is 1 (inhibitor). The molecule is CN(C)c1ccc(-c2nccc(NCc3cccs3)n2)cc1. (4) The molecule is CC[C@H](C)[C@@H]1CN[C@H](C(=O)O)[C@H]1CC(=O)O. The result is 0 (non-inhibitor). (5) The compound is Cc1ccc(C(=O)O/N=C/c2c(Cl)n(C)c3ccccc23)cc1. The result is 0 (non-inhibitor). (6) The compound is CC1=C/C(=C(/c2ccc(O)c(C)c2)c2ccccc2C(=O)O)C=CC1=O. The result is 1 (inhibitor).